Dataset: Full USPTO retrosynthesis dataset with 1.9M reactions from patents (1976-2016). Task: Predict the reactants needed to synthesize the given product. (1) Given the product [OH:2][CH:3]1[O:11][C@H:10]([CH2:12][OH:13])[C@@H:8]([OH:9])[C@H:6]([OH:7])[C@H:4]1[NH2:5], predict the reactants needed to synthesize it. The reactants are: Cl.[OH:2][CH:3]1[O:11][C@H:10]([CH2:12][OH:13])[C@@H:8]([OH:9])[C@H:6]([OH:7])[C@H:4]1[NH2:5].S([O-])([O-])(=O)=O.[Na+].[Na+]. (2) Given the product [Cl:19][C:7]1[CH:6]=[C:5]2[C:10]([C:11]([C:12]3[CH:17]=[CH:16][C:15]([F:18])=[CH:14][CH:13]=3)=[C:2]([CH:22]3[CH2:24][CH2:23]3)[C:3]([CH3:21])([CH3:20])[O:4]2)=[CH:9][CH:8]=1, predict the reactants needed to synthesize it. The reactants are: Br[C:2]1[C:3]([CH3:21])([CH3:20])[O:4][C:5]2[C:10]([C:11]=1[C:12]1[CH:17]=[CH:16][C:15]([F:18])=[CH:14][CH:13]=1)=[CH:9][CH:8]=[C:7]([Cl:19])[CH:6]=2.[CH:22]1(B(O)O)[CH2:24][CH2:23]1.P([O-])([O-])([O-])=O.[K+].[K+].[K+].O.